From a dataset of Forward reaction prediction with 1.9M reactions from USPTO patents (1976-2016). Predict the product of the given reaction. (1) Given the reactants [CH:1](=O)[C:2]1[CH:7]=[CH:6][CH:5]=[CH:4][CH:3]=1.[CH:9]([O:12][C:13]1[CH:14]=[C:15]([NH2:19])[CH:16]=[N:17][CH:18]=1)([CH3:11])[CH3:10], predict the reaction product. The product is: [CH:1](=[N:19][C:15]1[CH:16]=[N:17][CH:18]=[C:13]([O:12][CH:9]([CH3:11])[CH3:10])[CH:14]=1)[C:2]1[CH:7]=[CH:6][CH:5]=[CH:4][CH:3]=1. (2) Given the reactants [NH:1]1[CH2:6][CH2:5][CH:4]([OH:7])[CH2:3][CH2:2]1.Br[CH2:9][C:10]([O:12][CH2:13][C:14]1[CH:19]=[CH:18][CH:17]=[CH:16][CH:15]=1)=[O:11].C(N(CC)CC)C.O, predict the reaction product. The product is: [OH:7][CH:4]1[CH2:5][CH2:6][N:1]([CH2:9][C:10]([O:12][CH2:13][C:14]2[CH:19]=[CH:18][CH:17]=[CH:16][CH:15]=2)=[O:11])[CH2:2][CH2:3]1.